From a dataset of Full USPTO retrosynthesis dataset with 1.9M reactions from patents (1976-2016). Predict the reactants needed to synthesize the given product. (1) The reactants are: [Br:1][CH2:2][CH2:3][CH2:4][C:5]([OH:7])=O.C(N(CC)CC)C.CC(C)(C)C(Cl)=O.C([Li])CCC.[CH2:27]([C@@H:34]1[CH2:38][O:37][C:36](=[O:39])[NH:35]1)[C:28]1[CH:33]=[CH:32][CH:31]=[CH:30][CH:29]=1. Given the product [CH2:27]([C@@H:34]1[CH2:38][O:37][C:36](=[O:39])[N:35]1[C:5](=[O:7])[CH2:4][CH2:3][CH2:2][Br:1])[C:28]1[CH:29]=[CH:30][CH:31]=[CH:32][CH:33]=1, predict the reactants needed to synthesize it. (2) The reactants are: [CH2:1]([N:8]1[C:16]2[C:11](=[CH:12][C:13]([N+:17]([O-])=O)=[CH:14][CH:15]=2)[CH:10]=[CH:9]1)[C:2]1[CH:7]=[CH:6][CH:5]=[CH:4][CH:3]=1.C([O-])=O.[NH4+].[S:24](Cl)([CH3:27])(=[O:26])=[O:25].C(N(CC)CC)C.Cl. Given the product [CH2:1]([N:8]1[C:16]2[C:11](=[CH:12][C:13]([NH:17][S:24]([CH3:27])(=[O:26])=[O:25])=[CH:14][CH:15]=2)[CH:10]=[CH:9]1)[C:2]1[CH:7]=[CH:6][CH:5]=[CH:4][CH:3]=1, predict the reactants needed to synthesize it. (3) Given the product [Br:1][C:2]1[CH:3]=[N:4][C:5]2[N:6]([N:8]=[C:9]([C:11]([N:16]3[CH2:17][CH2:18][C:19]4[C:24](=[CH:23][CH:22]=[C:21]5[O:25][CH:26]=[CH:27][C:20]5=4)[CH:15]3[CH3:14])=[O:13])[CH:10]=2)[CH:7]=1, predict the reactants needed to synthesize it. The reactants are: [Br:1][C:2]1[CH:3]=[N:4][C:5]2[N:6]([N:8]=[C:9]([C:11]([OH:13])=O)[CH:10]=2)[CH:7]=1.[CH3:14][CH:15]1[C:24]2[C:19](=[C:20]3[CH:27]=[CH:26][O:25][C:21]3=[CH:22][CH:23]=2)[CH2:18][CH2:17][NH:16]1. (4) Given the product [Cl:1][C:2]1[C:3]([F:31])=[C:4]([C@@H:8]2[C@:12]([C:15]3[CH:20]=[CH:19][C:18]([Cl:21])=[CH:17][C:16]=3[F:22])([C:13]#[N:14])[C@H:11]([CH2:23][C:24]([CH3:26])([CH3:27])[CH3:25])[NH:10][C@H:9]2[C:28]([NH:56][C:57]2[CH:58]=[CH:59][C:60]([CH2:63][CH2:64][C:65]([O:67][CH3:68])=[O:66])=[CH:61][CH:62]=2)=[O:29])[CH:5]=[CH:6][CH:7]=1, predict the reactants needed to synthesize it. The reactants are: [Cl:1][C:2]1[C:3]([F:31])=[C:4]([C@@H:8]2[C@:12]([C:15]3[CH:20]=[CH:19][C:18]([Cl:21])=[CH:17][C:16]=3[F:22])([C:13]#[N:14])[C@H:11]([CH2:23][C:24]([CH3:27])([CH3:26])[CH3:25])[NH:10][C@H:9]2[C:28](O)=[O:29])[CH:5]=[CH:6][CH:7]=1.CCN(C(C)C)C(C)C.C1(P(Cl)(C2C=CC=CC=2)=O)C=CC=CC=1.[NH2:56][C:57]1[CH:62]=[CH:61][C:60]([CH2:63][CH2:64][C:65]([O:67][CH3:68])=[O:66])=[CH:59][CH:58]=1. (5) Given the product [OH:33][CH2:32][CH2:31][CH2:30][CH2:29][NH:28][C:8](=[O:10])[C:7]1[CH:6]=[CH:5][C:4]([O:3][CH2:1][CH3:2])=[CH:12][CH:11]=1, predict the reactants needed to synthesize it. The reactants are: [CH2:1]([O:3][C:4]1[CH:12]=[CH:11][C:7]([C:8]([OH:10])=O)=[CH:6][CH:5]=1)[CH3:2].C(N1C=CN=C1)(N1C=CN=C1)=O.C(=O)=O.[NH2:28][CH2:29][CH2:30][CH2:31][CH2:32][OH:33]. (6) Given the product [C:20]([C:24]1[CH:25]=[C:26]([NH:35][C:17](=[O:19])[CH2:16][C:13]2[CH:12]=[CH:11][C:10]([N:3]3[C:4]4=[N:5][CH:6]=[CH:7][CH:8]=[C:9]4[N:1]=[CH:2]3)=[CH:15][CH:14]=2)[N:27]([C:29]2[CH:30]=[CH:31][CH:32]=[CH:33][CH:34]=2)[N:28]=1)([CH3:23])([CH3:21])[CH3:22], predict the reactants needed to synthesize it. The reactants are: [N:1]1[C:9]2[C:4](=[N:5][CH:6]=[CH:7][CH:8]=2)[N:3]([C:10]2[CH:15]=[CH:14][C:13]([CH2:16][C:17]([OH:19])=O)=[CH:12][CH:11]=2)[CH:2]=1.[C:20]([C:24]1[CH:25]=[C:26]([NH2:35])[N:27]([C:29]2[CH:34]=[CH:33][CH:32]=[CH:31][CH:30]=2)[N:28]=1)([CH3:23])([CH3:22])[CH3:21].